Dataset: Reaction yield outcomes from USPTO patents with 853,638 reactions. Task: Predict the reaction yield, written as a fraction of the theoretical maximum amount of product (1.0 means a 100% yield; for example, 0.34 means a 34% yield). (1) The reactants are [C:1]([C:5]1[NH:6][C:7]2[C:12]([CH:13]=1)=[C:11]([F:14])[C:10]([N+:15]([O-])=O)=[CH:9][CH:8]=2)([CH3:4])([CH3:3])[CH3:2].[BH4-].[Na+].O. The catalyst is CO.Cl[Ni]Cl. The product is [C:1]([C:5]1[NH:6][C:7]2[C:12]([CH:13]=1)=[C:11]([F:14])[C:10]([NH2:15])=[CH:9][CH:8]=2)([CH3:4])([CH3:2])[CH3:3]. The yield is 0.500. (2) The reactants are [NH2:1][C:2]1[CH:7]=[CH:6][N:5]=[CH:4][N:3]=1.[CH3:8][O:9][C:10]1[CH:17]=[C:16]([O:18][CH3:19])[CH:15]=[CH:14][C:11]=1[CH:12]=O.N1CCCCC1.[BH4-].[Na+]. The catalyst is C1(C)C=CC=CC=1.O. The product is [CH3:8][O:9][C:10]1[CH:17]=[C:16]([O:18][CH3:19])[CH:15]=[CH:14][C:11]=1[CH2:12][NH:1][C:2]1[CH:7]=[CH:6][N:5]=[CH:4][N:3]=1. The yield is 0.520.